From a dataset of Full USPTO retrosynthesis dataset with 1.9M reactions from patents (1976-2016). Predict the reactants needed to synthesize the given product. (1) Given the product [CH2:1]([N:3]1[C:7]2=[N:8][C:9]([CH2:48][CH3:49])=[C:10]([CH2:19][NH:20][C:21]([C:23]3[CH:28]=[CH:27][CH:26]=[C:25]([C:29]([NH:31][CH2:32][C:33]4[CH:34]=[C:35]([C:40]5[CH:45]=[CH:44][CH:43]=[C:42]([CH2:50][N:51]6[CH2:57][CH2:56][CH2:55][N:54]([CH3:58])[CH2:53][CH2:52]6)[CH:41]=5)[C:36]([CH3:39])=[CH:37][CH:38]=4)=[O:30])[CH:24]=3)=[O:22])[C:11]([NH:12][CH:13]3[CH2:18][CH2:17][O:16][CH2:15][CH2:14]3)=[C:6]2[CH:5]=[N:4]1)[CH3:2], predict the reactants needed to synthesize it. The reactants are: [CH2:1]([N:3]1[C:7]2=[N:8][C:9]([CH2:48][CH3:49])=[C:10]([CH2:19][NH:20][C:21]([C:23]3[CH:28]=[CH:27][CH:26]=[C:25]([C:29]([NH:31][CH2:32][C:33]4[CH:34]=[C:35]([C:40]5[CH:45]=[CH:44][CH:43]=[C:42](C=O)[CH:41]=5)[C:36]([CH3:39])=[CH:37][CH:38]=4)=[O:30])[CH:24]=3)=[O:22])[C:11]([NH:12][CH:13]3[CH2:18][CH2:17][O:16][CH2:15][CH2:14]3)=[C:6]2[CH:5]=[N:4]1)[CH3:2].[CH3:50][N:51]1[CH2:57][CH2:56][CH2:55][NH:54][CH2:53][CH2:52]1.[C:58](O)(=O)C.C(O[BH-](OC(=O)C)OC(=O)C)(=O)C.[Na+]. (2) Given the product [CH3:30][N:4]([CH3:3])[C:5]1[C:14]2[C:9](=[CH:10][CH:11]=[CH:12][CH:13]=2)[N:8]=[C:7](/[CH:15]=[CH:16]/[C:17]2[N:22]=[C:21]([CH:23]=[O:24])[CH:20]=[C:19]([N:25]3[CH2:29][CH2:28][CH2:27][CH2:26]3)[N:18]=2)[N:6]=1, predict the reactants needed to synthesize it. The reactants are: Cl.Cl.[CH3:3][N:4]([CH3:30])[C:5]1[C:14]2[C:9](=[CH:10][CH:11]=[CH:12][CH:13]=2)[N:8]=[C:7](/[CH:15]=[CH:16]/[C:17]2[N:22]=[C:21]([CH2:23][OH:24])[CH:20]=[C:19]([N:25]3[CH2:29][CH2:28][CH2:27][CH2:26]3)[N:18]=2)[N:6]=1.S([O-])([O-])(=O)=S.[Na+].[Na+].C(=O)(O)[O-].[Na+]. (3) Given the product [Br:1][C:2]1[CH:3]=[C:4]([N+:9]([O-:11])=[O:10])[C:5]([O:15][CH2:14][CH3:13])=[N:6][CH:7]=1, predict the reactants needed to synthesize it. The reactants are: [Br:1][C:2]1[CH:3]=[C:4]([N+:9]([O-:11])=[O:10])[C:5](Cl)=[N:6][CH:7]=1.[Na].[CH3:13][CH2:14][OH:15]. (4) Given the product [CH2:10]([O:9][C:7]([C:5]1[N:6]=[C:2]([N:1]=[C:12]=[O:13])[S:3][CH:4]=1)=[O:8])[CH3:11], predict the reactants needed to synthesize it. The reactants are: [NH2:1][C:2]1[S:3][CH:4]=[C:5]([C:7]([O:9][CH2:10][CH3:11])=[O:8])[N:6]=1.[C:12](Cl)(Cl)=[O:13]. (5) Given the product [Cl:1][C:2]1[CH:3]=[CH:4][C:5]([C@H:8]2[N:15]3[C:11]([S:12][C:13]([C:19]([N:21]4[C@H:28]([CH3:29])[CH2:27][CH2:26][C@H:22]4[C:23]([N:44]4[CH2:43][CH2:42][N:41]([CH3:46])[C@H:40]([CH2:38][CH3:39])[CH2:45]4)=[O:24])=[O:20])=[C:14]3[CH:16]([CH3:18])[CH3:17])=[N:10][C@:9]2([C:31]2[CH:32]=[CH:33][C:34]([Cl:37])=[CH:35][CH:36]=2)[CH3:30])=[CH:6][CH:7]=1, predict the reactants needed to synthesize it. The reactants are: [Cl:1][C:2]1[CH:7]=[CH:6][C:5]([C@H:8]2[N:15]3[C:11]([S:12][C:13]([C:19]([N:21]4[C@H:28]([CH3:29])[CH2:27][CH2:26][C@H:22]4[C:23](O)=[O:24])=[O:20])=[C:14]3[CH:16]([CH3:18])[CH3:17])=[N:10][C@:9]2([C:31]2[CH:36]=[CH:35][C:34]([Cl:37])=[CH:33][CH:32]=2)[CH3:30])=[CH:4][CH:3]=1.[CH2:38]([C@@H:40]1[CH2:45][NH:44][CH2:43][CH2:42][N:41]1[CH3:46])[CH3:39].